Dataset: Peptide-MHC class II binding affinity with 134,281 pairs from IEDB. Task: Regression. Given a peptide amino acid sequence and an MHC pseudo amino acid sequence, predict their binding affinity value. This is MHC class II binding data. The peptide sequence is CILAWILVRIINVRS. The MHC is HLA-DQA10102-DQB10502 with pseudo-sequence HLA-DQA10102-DQB10502. The binding affinity (normalized) is 0.0829.